This data is from Peptide-MHC class II binding affinity with 134,281 pairs from IEDB. The task is: Regression. Given a peptide amino acid sequence and an MHC pseudo amino acid sequence, predict their binding affinity value. This is MHC class II binding data. (1) The peptide sequence is EKKFFAATQFEPLAA. The MHC is DRB1_0701 with pseudo-sequence DRB1_0701. The binding affinity (normalized) is 0.776. (2) The peptide sequence is DVINDFVSSYARGET. The MHC is HLA-DQA10101-DQB10501 with pseudo-sequence HLA-DQA10101-DQB10501. The binding affinity (normalized) is 0.293. (3) The peptide sequence is GELQIEDKIDAAFKI. The MHC is DRB1_0101 with pseudo-sequence DRB1_0101. The binding affinity (normalized) is 0.517. (4) The peptide sequence is ESWIVDRQWAQDLTL. The MHC is H-2-IEd with pseudo-sequence H-2-IEd. The binding affinity (normalized) is 0. (5) The peptide sequence is PQPQLPYPQPQLPY. The MHC is HLA-DQA10102-DQB10602 with pseudo-sequence HLA-DQA10102-DQB10602. The binding affinity (normalized) is 0.0928. (6) The peptide sequence is DEHIILYLVNFDKDR. The MHC is HLA-DQA10102-DQB10602 with pseudo-sequence HLA-DQA10102-DQB10602. The binding affinity (normalized) is 0.259.